This data is from Forward reaction prediction with 1.9M reactions from USPTO patents (1976-2016). The task is: Predict the product of the given reaction. Given the reactants [Cl:1][C:2]1[CH:3]=[CH:4][C:5]([OH:12])=[C:6]([C:10]=1[OH:11])[C:7]([OH:9])=[O:8].[CH3:13][C:14]([CH3:16])=O.S(Cl)(Cl)=O, predict the reaction product. The product is: [Cl:1][C:2]1[CH:3]=[CH:4][C:5]2[O:12][C:14]([CH3:16])([CH3:13])[O:8][C:7](=[O:9])[C:6]=2[C:10]=1[OH:11].